From a dataset of Peptide-MHC class I binding affinity with 185,985 pairs from IEDB/IMGT. Regression. Given a peptide amino acid sequence and an MHC pseudo amino acid sequence, predict their binding affinity value. This is MHC class I binding data. (1) The peptide sequence is LINLTTIAY. The MHC is HLA-A32:01 with pseudo-sequence HLA-A32:01. The binding affinity (normalized) is 0.159. (2) The peptide sequence is VYQFKSVEFD. The MHC is H-2-Kb with pseudo-sequence H-2-Kb. The binding affinity (normalized) is 0.609.